This data is from Catalyst prediction with 721,799 reactions and 888 catalyst types from USPTO. The task is: Predict which catalyst facilitates the given reaction. Reactant: FC(F)(F)C(O)=O.C(O[C:13]([N:15]1[CH2:20][CH2:19][C:18]2[N:21]=[C:22]([C:24]([O:26][CH3:27])=[O:25])[O:23][C:17]=2[CH2:16]1)=O)(C)(C)C. Product: [CH3:27][O:26][C:24]([C:22]1[O:23][C:17]2[CH2:16][N:15]([CH3:13])[CH2:20][CH2:19][C:18]=2[N:21]=1)=[O:25]. The catalyst class is: 4.